This data is from CYP3A4 inhibition data for predicting drug metabolism from PubChem BioAssay. The task is: Regression/Classification. Given a drug SMILES string, predict its absorption, distribution, metabolism, or excretion properties. Task type varies by dataset: regression for continuous measurements (e.g., permeability, clearance, half-life) or binary classification for categorical outcomes (e.g., BBB penetration, CYP inhibition). Dataset: cyp3a4_veith. (1) The compound is CCOC(=O)N/N=C1/C[C@@H](O)[C@@H](O)[C@H]2[C@@H]1CC[C@H]1C(=O)N(c3ccc(F)cc3F)C(=O)[C@H]21. The result is 0 (non-inhibitor). (2) The molecule is CN[C@@H]1[C@H](O)[C@@H]2O[C@@H]3O[C@H](C)CC(=O)[C@]3(O)O[C@H]2[C@H](NC)[C@@H]1O. The result is 0 (non-inhibitor).